From a dataset of Peptide-MHC class II binding affinity with 134,281 pairs from IEDB. Regression. Given a peptide amino acid sequence and an MHC pseudo amino acid sequence, predict their binding affinity value. This is MHC class II binding data. (1) The peptide sequence is PANDKFTVFEAAFNN. The MHC is DRB1_0701 with pseudo-sequence DRB1_0701. The binding affinity (normalized) is 0.360. (2) The peptide sequence is DTLRSYYADWYQQKPG. The MHC is HLA-DPA10301-DPB10402 with pseudo-sequence HLA-DPA10301-DPB10402. The binding affinity (normalized) is 0.321. (3) The peptide sequence is VAIKGPLRISASSAA. The MHC is HLA-DQA10601-DQB10402 with pseudo-sequence HLA-DQA10601-DQB10402. The binding affinity (normalized) is 0.584. (4) The peptide sequence is ILTVSVAVSEGKPTE. The MHC is DRB1_0404 with pseudo-sequence DRB1_0404. The binding affinity (normalized) is 0.308. (5) The peptide sequence is LLLSTRDLA. The MHC is DRB1_0101 with pseudo-sequence DRB1_0101. The binding affinity (normalized) is 0.574.